The task is: Regression. Given a peptide amino acid sequence and an MHC pseudo amino acid sequence, predict their binding affinity value. This is MHC class I binding data.. This data is from Peptide-MHC class I binding affinity with 185,985 pairs from IEDB/IMGT. (1) The peptide sequence is QLYKEQLAKL. The MHC is HLA-A02:03 with pseudo-sequence HLA-A02:03. The binding affinity (normalized) is 0.742. (2) The peptide sequence is FLILALLAIV. The MHC is HLA-B08:01 with pseudo-sequence HLA-B08:01. The binding affinity (normalized) is 0.238. (3) The peptide sequence is YIKIFIMIV. The MHC is HLA-C15:02 with pseudo-sequence HLA-C15:02. The binding affinity (normalized) is 0.0847. (4) The peptide sequence is VPPESVEAA. The MHC is HLA-A69:01 with pseudo-sequence HLA-A69:01. The binding affinity (normalized) is 0.0847. (5) The peptide sequence is QYISSEATTPV. The MHC is Patr-A0901 with pseudo-sequence Patr-A0901. The binding affinity (normalized) is 0.819.